Task: Predict the product of the given reaction.. Dataset: Forward reaction prediction with 1.9M reactions from USPTO patents (1976-2016) Given the reactants [F:1][C:2]([F:41])([F:40])[C:3]1[CH:4]=[C:5]([C@H:13]([OH:39])[C@@H:14]([NH:16][CH2:17][C:18]2[CH:23]=[C:22]([C:24]([F:27])([F:26])[F:25])[CH:21]=[CH:20][C:19]=2[C:28]2[CH:33]=[C:32]([CH:34]([CH3:36])[CH3:35])[CH:31]=[CH:30][C:29]=2[O:37][CH3:38])[CH3:15])[CH:6]=[C:7]([C:9]([F:12])([F:11])[F:10])[CH:8]=1.[O:42](C(OC(C)(C)C)=O)[C:43]([O:45][C:46]([CH3:49])([CH3:48])[CH3:47])=O, predict the reaction product. The product is: [C:46]([O:45][C:43](=[O:42])[N:16]([C@@H:14]([CH3:15])[C@H:13]([C:5]1[CH:4]=[C:3]([C:2]([F:40])([F:41])[F:1])[CH:8]=[C:7]([C:9]([F:11])([F:10])[F:12])[CH:6]=1)[OH:39])[CH2:17][C:18]1[CH:23]=[C:22]([C:24]([F:25])([F:26])[F:27])[CH:21]=[CH:20][C:19]=1[C:28]1[CH:33]=[C:32]([CH:34]([CH3:35])[CH3:36])[CH:31]=[CH:30][C:29]=1[O:37][CH3:38])([CH3:49])([CH3:48])[CH3:47].